Task: Predict which catalyst facilitates the given reaction.. Dataset: Catalyst prediction with 721,799 reactions and 888 catalyst types from USPTO (1) Reactant: [CH3:1][O:2][C:3]1[CH:4]=[CH:5][CH:6]=[C:7]2[C:12]=1[O:11][CH2:10][C:9]([C:13]([OH:15])=O)=[CH:8]2.[CH2:16]([N:18](CC)[CH2:19][CH3:20])[CH3:17].P(C#N)(OCC)(OCC)=[O:24].O. Product: [CH3:1][O:2][C:3]1[CH:4]=[CH:5][CH:6]=[C:7]2[C:12]=1[O:11][CH2:10][C:9]([C:13]([N:18]1[CH2:19][CH2:20][O:24][CH2:17][CH2:16]1)=[O:15])=[CH:8]2. The catalyst class is: 3. (2) Reactant: [NH2:1][C:2]1[CH:11]=[CH:10][CH:9]=[C:8]2[C:3]=1[C:4](=[O:30])[C:5]([C:12]([NH:14][C:15]1[CH:20]=[C:19]([OH:21])[C:18]([C:22]([CH3:25])([CH3:24])[CH3:23])=[CH:17][C:16]=1[C:26]([CH3:29])([CH3:28])[CH3:27])=[O:13])=[CH:6][NH:7]2.[CH2:31]=O. The catalyst class is: 45. Product: [C:26]([C:16]1[CH:17]=[C:18]([C:22]([CH3:23])([CH3:24])[CH3:25])[C:19]([OH:21])=[CH:20][C:15]=1[NH:14][C:12]([C:5]1[C:4](=[O:30])[C:3]2[C:8](=[CH:9][CH:10]=[CH:11][C:2]=2[NH:1][CH3:31])[NH:7][CH:6]=1)=[O:13])([CH3:29])([CH3:28])[CH3:27]. (3) Reactant: [N+:1]([C:4]1[CH:9]=[CH:8][C:7](B2OC(C)(C)C(C)(C)O2)=[CH:6][C:5]=1[NH:19][C:20](=[O:26])[O:21][C:22]([CH3:25])([CH3:24])[CH3:23])([O-:3])=[O:2].FC(F)(F)S(O[C:33]1[CH2:37][CH2:36][CH2:35][CH:34]=1)(=O)=O.C([O-])([O-])=O.[Na+].[Na+]. Product: [C:33]1([C:7]2[CH:8]=[CH:9][C:4]([N+:1]([O-:3])=[O:2])=[C:5]([NH:19][C:20](=[O:26])[O:21][C:22]([CH3:23])([CH3:24])[CH3:25])[CH:6]=2)[CH2:37][CH2:36][CH2:35][CH:34]=1. The catalyst class is: 70. (4) Reactant: [CH3:1][C:2]1[N:7]=[C:6]2[NH:8][N:9]=[CH:10][C:5]2=[CH:4][CH:3]=1.[I:11]I.[OH-].[K+]. Product: [I:11][C:10]1[C:5]2[C:6](=[N:7][C:2]([CH3:1])=[CH:3][CH:4]=2)[NH:8][N:9]=1. The catalyst class is: 9. (5) Reactant: [Cl:1][C:2]1[CH:3]=[C:4]([N+:10]([O-])=O)[C:5]([F:9])=[C:6]([F:8])[CH:7]=1.O.O.[Sn](Cl)Cl.S([O-])([O-])(=O)=O.[Na+].[Na+]. Product: [Cl:1][C:2]1[CH:7]=[C:6]([F:8])[C:5]([F:9])=[C:4]([CH:3]=1)[NH2:10]. The catalyst class is: 15. (6) Reactant: [Cl:1][C:2]1[CH:3]=[C:4]([C:12]2[O:16][N:15]=[C:14]([C:17]3[CH:22]=[CH:21][C:20]([NH:23][C@H:24]4[CH2:28][CH2:27][C@@H:26]([C:29]([OH:31])=[O:30])[CH2:25]4)=[CH:19][CH:18]=3)[N:13]=2)[CH:5]=[N:6][C:7]=1[O:8][CH:9]([CH3:11])[CH3:10].[OH-].[Na+:33]. Product: [Na+:33].[Cl:1][C:2]1[CH:3]=[C:4]([C:12]2[O:16][N:15]=[C:14]([C:17]3[CH:18]=[CH:19][C:20]([NH:23][C@H:24]4[CH2:28][CH2:27][C@@H:26]([C:29]([O-:31])=[O:30])[CH2:25]4)=[CH:21][CH:22]=3)[N:13]=2)[CH:5]=[N:6][C:7]=1[O:8][CH:9]([CH3:10])[CH3:11]. The catalyst class is: 40. (7) Reactant: [CH2:1]1[C:13]2[NH:12][C:11]3[C:6](=[CH:7][CH:8]=[CH:9][CH:10]=3)[C:5]=2[CH2:4][CH2:3][NH:2]1.[Na+].[I-].C([O-])([O-])=O.[K+].[K+].Cl[CH2:23][C:24]([N:26]1[CH2:31][CH2:30][N:29]([CH:32]2[CH2:35][CH2:34][CH2:33]2)[CH2:28][CH2:27]1)=[O:25]. Product: [CH:32]1([N:29]2[CH2:30][CH2:31][N:26]([C:24](=[O:25])[CH2:23][N:2]3[CH2:3][CH2:4][C:5]4[C:6]5[C:11](=[CH:10][CH:9]=[CH:8][CH:7]=5)[NH:12][C:13]=4[CH2:1]3)[CH2:27][CH2:28]2)[CH2:35][CH2:34][CH2:33]1. The catalyst class is: 291. (8) Reactant: Br.Br.CN1CC2CC1CN2.[CH3:11][N:12]1[CH2:17][CH:16]2[CH2:18][CH:13]1[CH2:14][N:15]2[CH:19]1[CH2:24][CH2:23][N:22](C(OC(C)(C)C)=O)[CH2:21][CH2:20]1.O=C1CCN(C(OC(C)(C)C)=O)CC1.C(N(CC)CC)C.[Cl:53]CCl.C(O[BH-](OC(=O)C)OC(=O)C)(=O)C.[Na+].C(=O)([O-])O.[Na+]. Product: [ClH:53].[ClH:53].[CH3:11][N:12]1[CH2:17][CH:16]2[CH2:18][CH:13]1[CH2:14][N:15]2[CH:19]1[CH2:24][CH2:23][NH:22][CH2:21][CH2:20]1. The catalyst class is: 13.